From a dataset of CYP1A2 inhibition data for predicting drug metabolism from PubChem BioAssay. Regression/Classification. Given a drug SMILES string, predict its absorption, distribution, metabolism, or excretion properties. Task type varies by dataset: regression for continuous measurements (e.g., permeability, clearance, half-life) or binary classification for categorical outcomes (e.g., BBB penetration, CYP inhibition). Dataset: cyp1a2_veith. (1) The compound is Cc1ccc(NS(=O)(=O)c2ccc(NC(=O)c3cccc(NC(=O)C(C)C)c3)cc2)cc1. The result is 1 (inhibitor). (2) The molecule is CC(=O)O[C@H]1C[C@@H](O[C@H]2[C@@H](O)C[C@@H](O[C@H]3[C@@H](O)C[C@@H](O[C@@H]4CC[C@@]5(C)[C@@H](CC[C@@]6(C)[C@@]7(O)CC[C@H](C8=CC(=O)OC8)[C@@]7(C)[C@@H](O)C[C@]56C)C4)O[C@H]3C)O[C@H]2C)O[C@@H](C)[C@H]1O[C@H]1O[C@@H](CO)[C@@H](O)[C@@H](O)[C@@H]1O. The result is 0 (non-inhibitor). (3) The molecule is Cc1cc(Cl)ccc1OCC(=O)NCc1ccncc1. The result is 1 (inhibitor). (4) The molecule is C[C@@]1(C(NC(=O)Cc2ccccc2)c2ccc(-c3ccccc3)cc2)C[C@H]1C1CCCCC1. The result is 0 (non-inhibitor). (5) The molecule is Oc1ccc(Cc2cc(Cl)cc(Cl)c2O)cc1Cl. The result is 1 (inhibitor). (6) The compound is O=C(Cn1cnc2ccccc2c1=O)NCCC(=O)Nc1ccc2c(c1)OCCO2. The result is 0 (non-inhibitor). (7) The molecule is NCCc1c[nH]c2ccc(OC(=O)C(=O)O)cc12. The result is 1 (inhibitor). (8) The compound is CC(=O)c1cnc2cc(C)nn2c1C. The result is 1 (inhibitor).